Dataset: Full USPTO retrosynthesis dataset with 1.9M reactions from patents (1976-2016). Task: Predict the reactants needed to synthesize the given product. Given the product [OH:2][C:3]1[CH:12]=[C:11]2[C:6]([C@H:7]([C:21]3[CH:26]=[CH:25][C:24]([O:27][CH2:28][CH2:29][N:30]4[CH2:31][CH2:32][CH2:33][CH2:34]4)=[CH:23][CH:22]=3)[C@H:8]([C:13]3[CH:18]=[CH:17][CH:16]=[C:15]([OH:19])[CH:14]=3)[CH2:9][O:10]2)=[CH:5][CH:4]=1, predict the reactants needed to synthesize it. The reactants are: C[O:2][C:3]1[CH:12]=[C:11]2[C:6]([C@H:7]([C:21]3[CH:26]=[CH:25][C:24]([O:27][CH2:28][CH2:29][N:30]4[CH2:34][CH2:33][CH2:32][CH2:31]4)=[CH:23][CH:22]=3)[C@H:8]([C:13]3[CH:18]=[CH:17][CH:16]=[C:15]([O:19]C)[CH:14]=3)[CH2:9][O:10]2)=[CH:5][CH:4]=1.Cl.N1C=CC=CC=1.